From a dataset of Reaction yield outcomes from USPTO patents with 853,638 reactions. Predict the reaction yield, written as a fraction of the theoretical maximum amount of product (1.0 means a 100% yield; for example, 0.34 means a 34% yield). (1) The reactants are I[C:2]1[CH:7]=[CH:6][C:5]([CH:8]2[C:17]3[C:12](=[CH:13][C:14]([OH:18])=[CH:15][CH:16]=3)[CH2:11][CH2:10][N:9]2[C:19]2[CH:24]=[CH:23][CH:22]=[CH:21][CH:20]=2)=[CH:4][CH:3]=1.C(N(CC)CC)C.[C:32]([NH2:36])(=[O:35])[CH:33]=[CH2:34]. The catalyst is CN(C=O)C.O.C1C=CC([P]([Pd]([P](C2C=CC=CC=2)(C2C=CC=CC=2)C2C=CC=CC=2)([P](C2C=CC=CC=2)(C2C=CC=CC=2)C2C=CC=CC=2)[P](C2C=CC=CC=2)(C2C=CC=CC=2)C2C=CC=CC=2)(C2C=CC=CC=2)C2C=CC=CC=2)=CC=1. The product is [OH:18][C:14]1[CH:13]=[C:12]2[C:17](=[CH:16][CH:15]=1)[CH:8]([C:5]1[CH:4]=[CH:3][C:2](/[CH:34]=[CH:33]/[C:32]([NH2:36])=[O:35])=[CH:7][CH:6]=1)[N:9]([C:19]1[CH:20]=[CH:21][CH:22]=[CH:23][CH:24]=1)[CH2:10][CH2:11]2. The yield is 0.350. (2) The reactants are [CH:1]([C:3]1[CH:4]=[C:5]2[C:9](=[CH:10][C:11]=1[NH:12][C:13](=O)[CH3:14])[N:8]([C:16]([C:29]1[CH:34]=[CH:33][CH:32]=[CH:31][CH:30]=1)([C:23]1[CH:28]=[CH:27][CH:26]=[CH:25][CH:24]=1)[C:17]1[CH:22]=[CH:21][CH:20]=[CH:19][CH:18]=1)[N:7]=[C:6]2[C:35]1[CH:40]=[CH:39][N:38]=[C:37]([CH3:41])[CH:36]=1)=O.[C:42]1([C@H:48]([NH2:50])[CH3:49])[CH:47]=[CH:46][CH:45]=[CH:44][CH:43]=1.[BH4-].[Na+].[OH2:53]. The catalyst is CCO. The product is [CH3:41][C:37]1[CH:36]=[C:35]([C:6]2[C:5]3[C:9](=[CH:10][C:11]([NH:12][C:13](=[O:53])[CH3:14])=[C:3]([CH2:1][NH:50][C@@H:48]([C:42]4[CH:47]=[CH:46][CH:45]=[CH:44][CH:43]=4)[CH3:49])[CH:4]=3)[N:8]([C:16]([C:23]3[CH:28]=[CH:27][CH:26]=[CH:25][CH:24]=3)([C:17]3[CH:18]=[CH:19][CH:20]=[CH:21][CH:22]=3)[C:29]3[CH:34]=[CH:33][CH:32]=[CH:31][CH:30]=3)[N:7]=2)[CH:40]=[CH:39][N:38]=1. The yield is 0.650. (3) The reactants are [CH3:1][CH2:2][CH2:3][CH2:4][CH2:5][CH3:6].[Li][CH2:8][CH2:9][CH2:10][CH3:11].[CH2:12]1[CH2:16][O:15][CH2:14][CH2:13]1.Br[C:18]1[CH:23]=[CH:22][C:21]([O:24][CH2:25][CH2:26][CH2:27][CH2:28][CH2:29][CH2:30][CH2:31][CH2:32][CH2:33][CH3:34])=[C:20]([O:35][CH2:36][CH2:37][CH2:38][CH2:39][CH2:40][CH2:41][CH2:42][CH2:43][CH2:44][CH3:45])[CH:19]=1. The catalyst is O. The product is [CH2:1]([O:24][C:21]1[CH:20]=[C:19]([C:18]2[CH:23]=[CH:22][C:21]([O:24][CH2:25][CH2:26][CH2:27][CH2:28][CH2:29][CH2:30][CH2:31][CH2:32][CH2:33][CH3:34])=[C:20]([O:35][CH2:36][CH2:37][CH2:38][CH2:39][CH2:40][CH2:41][CH2:42][CH2:43][CH2:44][CH3:45])[CH:19]=2)[CH:18]=[CH:12][C:16]=1[O:15][CH2:14][CH2:13][CH2:32][CH2:31][CH2:30][CH2:29][CH2:28][CH2:27][CH2:26][CH3:25])[CH2:2][CH2:3][CH2:4][CH2:5][CH2:6][CH2:8][CH2:9][CH2:10][CH3:11]. The yield is 0.380. (4) The reactants are [CH2:1]([N:3]([CH2:20][CH3:21])[S:4]([CH2:7][CH:8]1[CH2:12][CH:11]([C:13]([O:15]CC)=[O:14])[CH:10]([CH2:18][CH3:19])[CH2:9]1)(=[O:6])=[O:5])[CH3:2].[OH-].[Na+]. No catalyst specified. The product is [CH2:20]([N:3]([CH2:1][CH3:2])[S:4]([CH2:7][CH:8]1[CH2:12][CH:11]([C:13]([OH:15])=[O:14])[CH:10]([CH2:18][CH3:19])[CH2:9]1)(=[O:6])=[O:5])[CH3:21]. The yield is 0.720.